Dataset: Reaction yield outcomes from USPTO patents with 853,638 reactions. Task: Predict the reaction yield, written as a fraction of the theoretical maximum amount of product (1.0 means a 100% yield; for example, 0.34 means a 34% yield). (1) The reactants are [CH2:1]([O:8][C@@H:9]1[C@@H:14]([O:15][CH2:16][C:17]2[CH:22]=[CH:21][CH:20]=[CH:19][CH:18]=2)[CH:13]=C[O:11][C@H:10]1[CH3:23])[C:2]1[CH:7]=[CH:6][CH:5]=[CH:4][CH:3]=1.C([O-])(O)=[O:25].[Na+].O=[O+][O-].[BH4-].[Na+].CC([O-])=O.[Na+]. The catalyst is CO.C(Cl)Cl.O.CCOC(C)=O. The product is [CH2:16]([O:15][C@H:14]([C@@H:9]([O:8][CH2:1][C:2]1[CH:3]=[CH:4][CH:5]=[CH:6][CH:7]=1)[C@@H:10]([OH:11])[CH3:23])[CH2:13][OH:25])[C:17]1[CH:18]=[CH:19][CH:20]=[CH:21][CH:22]=1. The yield is 0.930. (2) The reactants are [I-].[CH3:2][S+](C)(C)=O.[H-].[Na+].[NH:9]1[C:17]2[C:12](=[CH:13][CH:14]=[C:15](/[CH:18]=[C:19]3/[C:20](=[O:28])[NH:21][C:22]4[C:27]/3=[CH:26][CH:25]=[CH:24][CH:23]=4)[CH:16]=2)[CH:11]=[N:10]1. The catalyst is CN(C=O)C. The product is [NH:9]1[C:17]2[C:12](=[CH:13][CH:14]=[C:15]([C@H:18]3[C@@:19]4([C:27]5[C:22](=[CH:23][CH:24]=[CH:25][CH:26]=5)[NH:21][C:20]4=[O:28])[CH2:2]3)[CH:16]=2)[CH:11]=[N:10]1. The yield is 0.280. (3) The reactants are [C:1]([CH2:3][C:4]([NH:6][C:7]1[CH:12]=[C:11]([O:13][CH3:14])[C:10]([Cl:15])=[CH:9][C:8]=1[Cl:16])=[O:5])#[N:2].[NH2:17][C:18]1[CH:19]=[CH:20][C:21]([Br:26])=[C:22]([O:24][CH3:25])[CH:23]=1.[CH2:27](OC(OCC)OCC)C. The catalyst is C(O)(C)C. The product is [Br:26][C:21]1[CH:20]=[CH:19][C:18]([NH:17][CH:27]=[C:3]([C:1]#[N:2])[C:4]([NH:6][C:7]2[CH:12]=[C:11]([O:13][CH3:14])[C:10]([Cl:15])=[CH:9][C:8]=2[Cl:16])=[O:5])=[CH:23][C:22]=1[O:24][CH3:25]. The yield is 0.730.